This data is from Full USPTO retrosynthesis dataset with 1.9M reactions from patents (1976-2016). The task is: Predict the reactants needed to synthesize the given product. (1) Given the product [CH2:19]1[CH2:20][CH2:16][CH:15]([C:3]2[C:4]([OH:14])=[C:5]([N+:11]([O-:13])=[O:12])[CH:6]=[C:7]([N+:8]([O-:10])=[O:9])[CH:2]=2)[CH2:17][CH2:18]1, predict the reactants needed to synthesize it. The reactants are: C[C:2]1[C:7]([N+:8]([O-:10])=[O:9])=[CH:6][C:5]([N+:11]([O-:13])=[O:12])=[C:4]([OH:14])[C:3]=1[CH:15]([CH3:17])[CH3:16].[CH3:18][CH2:19][CH2:20]C(C1C(O)=C([N+]([O-])=O)C=C([N+]([O-])=O)C=1)C.CC1C(O)=C([N+]([O-])=O)C=C([N+]([O-])=O)C=1.F[Si-2](F)(F)(F)(F)F.[Na+].[Na+].CCNS(C(F)(F)C(F)(F)C(F)(F)C(F)(F)C(F)(F)C(F)(F)C(F)(F)C(F)(F)F)(=O)=O. (2) Given the product [C:1]([C:3]1[CH:4]=[CH:5][C:6]([NH:9][CH:10]([C:15]2[CH:20]=[C:19]([C:26]3[S:25][CH:29]=[CH:28][CH:27]=3)[CH:18]=[C:17]([O:22][CH2:23][CH3:24])[CH:16]=2)[C:11]([O:13][CH3:14])=[O:12])=[CH:7][CH:8]=1)#[N:2], predict the reactants needed to synthesize it. The reactants are: [C:1]([C:3]1[CH:8]=[CH:7][C:6]([NH:9][CH:10]([C:15]2[CH:20]=[C:19](O)[CH:18]=[C:17]([O:22][CH2:23][CH3:24])[CH:16]=2)[C:11]([O:13][CH3:14])=[O:12])=[CH:5][CH:4]=1)#[N:2].[S:25]1[CH:29]=[CH:28][CH:27]=[C:26]1B(O)O. (3) The reactants are: [CH3:1][C:2]1[N:3]=[C:4]([C:14]2[CH:19]=[CH:18][CH:17]=[CH:16][CH:15]=2)[O:5][C:6]=1[C:7]1[CH:8]=[C:9]([CH2:12][NH2:13])[NH:10][N:11]=1.[C:20]([O:23][CH2:24][CH3:25])(=[O:22])C. Given the product [CH2:24]([O:23][C:20](=[O:22])[NH:13][CH2:12][C:9]1[NH:10][N:11]=[C:7]([C:6]2[O:5][C:4]([C:14]3[CH:19]=[CH:18][CH:17]=[CH:16][CH:15]=3)=[N:3][C:2]=2[CH3:1])[CH:8]=1)[CH3:25], predict the reactants needed to synthesize it. (4) Given the product [CH2:20]([O:22][C:2]([CH2:4][C:5]1[N:6]=[C:7]([C:11]2[CH:16]=[CH:15][CH:14]=[CH:13][CH:12]=2)[NH:8][C:9]=1[CH3:10])=[O:17])[CH3:21], predict the reactants needed to synthesize it. The reactants are: Cl.[C:2]([CH2:4][C:5]1[N:6]=[C:7]([C:11]2[CH:16]=[CH:15][CH:14]=[CH:13][CH:12]=2)[NH:8][C:9]=1[CH3:10])#N.[OH2:17].[OH-].[Na+].[CH2:20]([OH:22])[CH3:21]. (5) Given the product [CH2:1]([O:8][C@@H:9]1[C@@H:15]([O:16][CH2:17][C:18]2[CH:23]=[CH:22][CH:21]=[CH:20][CH:19]=2)[C@@H:14]([O:24][CH2:25][C:26]2[CH:27]=[CH:28][CH:29]=[CH:30][CH:31]=2)[C@@H:13]([CH2:32][O:33][CH2:34][C:35]2[CH:36]=[CH:37][CH:38]=[CH:39][CH:40]=2)[O:12][CH:10]1[O:11][CH2:47][C:46]([OH:49])=[O:45])[C:2]1[CH:3]=[CH:4][CH:5]=[CH:6][CH:7]=1, predict the reactants needed to synthesize it. The reactants are: [CH2:1]([O:8][C@H:9]1[C@@H:15]([O:16][CH2:17][C:18]2[CH:23]=[CH:22][CH:21]=[CH:20][CH:19]=2)[C@H:14]([O:24][CH2:25][C:26]2[CH:31]=[CH:30][CH:29]=[CH:28][CH:27]=2)[C@@H:13]([CH2:32][O:33][CH2:34][C:35]2[CH:40]=[CH:39][CH:38]=[CH:37][CH:36]=2)[O:12][CH:10]1[OH:11])[C:2]1[CH:7]=[CH:6][CH:5]=[CH:4][CH:3]=1.C([O:45][C:46](=[O:49])[CH2:47]Cl)(C)(C)C.COC(C)(C)C. (6) Given the product [S:41]1[CH:42]=[CH:43][CH:44]=[C:40]1[C:37]1[N:36]=[C:35]([C:7]2[N:11]3[CH:12]=[CH:13][C:14]([C:16]([F:19])([F:18])[F:17])=[N:15][C:10]3=[N:9][CH:8]=2)[S:39][N:38]=1, predict the reactants needed to synthesize it. The reactants are: C([Mg]Cl)(C)C.Br[C:7]1[N:11]2[CH:12]=[CH:13][C:14]([C:16]([F:19])([F:18])[F:17])=[N:15][C:10]2=[N:9][CH:8]=1.C([Sn](Cl)(CCCC)CCCC)CCC.Cl[C:35]1[S:39][N:38]=[C:37]([C:40]2[S:41][CH:42]=[CH:43][CH:44]=2)[N:36]=1. (7) Given the product [CH2:1]([C:4]1[N:8]([CH2:9][C:10]2[CH:28]=[CH:27][C:13]3/[C:14](=[CH:23]/[C:24]([NH:37][S:34]([CH3:33])(=[O:36])=[O:35])=[O:25])/[C:15]4[CH:22]=[CH:21][CH:20]=[CH:19][C:16]=4[CH2:17][CH2:18][C:12]=3[CH:11]=2)[C:7]2[CH:29]=[CH:30][CH:31]=[CH:32][C:6]=2[N:5]=1)[CH2:2][CH3:3], predict the reactants needed to synthesize it. The reactants are: [CH2:1]([C:4]1[N:8]([CH2:9][C:10]2[CH:28]=[CH:27][C:13]3/[C:14](=[CH:23]/[C:24](O)=[O:25])/[C:15]4[CH:22]=[CH:21][CH:20]=[CH:19][C:16]=4[CH2:17][CH2:18][C:12]=3[CH:11]=2)[C:7]2[CH:29]=[CH:30][CH:31]=[CH:32][C:6]=2[N:5]=1)[CH2:2][CH3:3].[CH3:33][S:34]([NH2:37])(=[O:36])=[O:35].C1CCN2C(=NCCC2)CC1.C(O)(=O)CC(CC(O)=O)(C(O)=O)O. (8) Given the product [CH3:33][O:32][CH2:31][O:30][C:25]1[CH:26]=[CH:27][CH:28]=[CH:29][C:24]=1[C:22]([C:19]1[CH:18]=[CH:17][C:16]([O:15][CH2:2][C:3]2[N:4]=[C:5]([C:9]3[CH:14]=[CH:13][CH:12]=[CH:11][CH:10]=3)[O:6][C:7]=2[CH3:8])=[CH:21][CH:20]=1)=[O:23], predict the reactants needed to synthesize it. The reactants are: Cl[CH2:2][C:3]1[N:4]=[C:5]([C:9]2[CH:14]=[CH:13][CH:12]=[CH:11][CH:10]=2)[O:6][C:7]=1[CH3:8].[OH:15][C:16]1[CH:21]=[CH:20][C:19]([C:22]([C:24]2[CH:29]=[CH:28][CH:27]=[CH:26][C:25]=2[O:30][CH2:31][O:32][CH3:33])=[O:23])=[CH:18][CH:17]=1.C(=O)([O-])[O-].[K+].[K+].CN(C)C=O.